From a dataset of Full USPTO retrosynthesis dataset with 1.9M reactions from patents (1976-2016). Predict the reactants needed to synthesize the given product. (1) Given the product [Cl:32][C:26]1[C:25]([CH3:33])=[C:24]([C:14]2[C@@H:15]([O:17][CH:18]3[CH2:23][CH2:22][CH2:21][CH2:20][O:19]3)[C@@H:16]3[C@@H:9]([OH:8])[CH2:10][CH2:11][N:12]3[N:13]=2)[CH:31]=[CH:30][C:27]=1[C:28]#[N:29], predict the reactants needed to synthesize it. The reactants are: [Si]([O:8][C@@H:9]1[C@@H:16]2[N:12]([N:13]=[C:14]([C:24]3[CH:31]=[CH:30][C:27]([C:28]#[N:29])=[C:26]([Cl:32])[C:25]=3[CH3:33])[C@H:15]2[O:17][CH:18]2[CH2:23][CH2:22][CH2:21][CH2:20][O:19]2)[CH2:11][CH2:10]1)(C(C)(C)C)(C)C.[F-].C([N+](CCCC)(CCCC)CCCC)CCC. (2) Given the product [CH2:1]([O:8][C:9]([NH:11][C@@H:12]([CH2:16][C:17]1[CH:22]=[CH:21][C:20]([C:23]2[N:24]=[CH:25][C:26]([C:29]3[CH:30]=[CH:31][C:32]([O:35][CH2:36][CH2:37][CH2:38][CH2:39][CH2:40][CH2:41][CH3:42])=[CH:33][CH:34]=3)=[CH:27][N:28]=2)=[CH:19][CH:18]=1)[C:13]([N:44]1[CH2:48][CH2:47][C@H:46]([C:49]([O:51][CH3:52])=[O:50])[CH2:45]1)=[O:14])=[O:10])[C:2]1[CH:3]=[CH:4][CH:5]=[CH:6][CH:7]=1, predict the reactants needed to synthesize it. The reactants are: [CH2:1]([O:8][C:9]([NH:11][C@@H:12]([CH2:16][C:17]1[CH:22]=[CH:21][C:20]([C:23]2[N:28]=[CH:27][C:26]([C:29]3[CH:34]=[CH:33][C:32]([O:35][CH2:36][CH2:37][CH2:38][CH2:39][CH2:40][CH2:41][CH3:42])=[CH:31][CH:30]=3)=[CH:25][N:24]=2)=[CH:19][CH:18]=1)[C:13](O)=[O:14])=[O:10])[C:2]1[CH:7]=[CH:6][CH:5]=[CH:4][CH:3]=1.Cl.[NH:44]1[CH2:48][CH2:47][C@H:46]([C:49]([O:51][CH3:52])=[O:50])[CH2:45]1.CCN(C(C)C)C(C)C.CN(C(ON1N=NC2C=CC=NC1=2)=[N+](C)C)C.F[P-](F)(F)(F)(F)F. (3) Given the product [C:23]([O:22][C:20](=[O:21])[NH:8][CH2:7][C:9]1[CH:10]=[CH:11][C:12]([CH2:13][OH:15])=[CH:16][CH:17]=1)([CH3:26])([CH3:25])[CH3:24], predict the reactants needed to synthesize it. The reactants are: [H-].[Al+3].[Li+].[H-].[H-].[H-].[C:7]([C:9]1[CH:17]=[CH:16][C:12]([C:13]([OH:15])=O)=[CH:11][CH:10]=1)#[N:8].[OH-].[Na+].[C:20](O[C:20]([O:22][C:23]([CH3:26])([CH3:25])[CH3:24])=[O:21])([O:22][C:23]([CH3:26])([CH3:25])[CH3:24])=[O:21]. (4) Given the product [NH2:1][C:2]1[CH:3]=[C:4]([CH:8]=[C:9]([CH:11]2[CH2:12][CH2:13][CH2:14][CH2:15][CH2:16]2)[CH:10]=1)[C:5]([OH:7])=[O:6], predict the reactants needed to synthesize it. The reactants are: [NH2:1][C:2]1[CH:3]=[C:4]([CH:8]=[C:9]([C:11]2[CH2:16][CH2:15][CH2:14][CH2:13][CH:12]=2)[CH:10]=1)[C:5]([OH:7])=[O:6].